Task: Predict the reaction yield, written as a fraction of the theoretical maximum amount of product (1.0 means a 100% yield; for example, 0.34 means a 34% yield).. Dataset: Reaction yield outcomes from USPTO patents with 853,638 reactions (1) The reactants are [CH2:1]([C:3]([CH2:8][OH:9])([CH2:6][OH:7])[CH2:4][CH3:5])[OH:2].[SH:10][C:11]([CH3:16])([CH3:15])[C:12]([OH:14])=[O:13].O.C1(C)C=CC(S(O)(=O)=O)=CC=1.C(=O)([O-])O.[Na+]. The catalyst is C1(C)C=CC=CC=1. The product is [SH:10][C:11]([CH3:16])([CH3:15])[C:12]([OH:14])=[O:13].[SH:10][C:11]([CH3:16])([CH3:15])[C:12]([OH:14])=[O:13].[SH:10][C:11]([CH3:16])([CH3:15])[C:12]([OH:14])=[O:13].[CH2:1]([C:3]([CH2:8][OH:9])([CH2:6][OH:7])[CH2:4][CH3:5])[OH:2]. The yield is 0.510. (2) The reactants are CN(C)C=O.[CH3:6][O:7][C:8]1[CH:9]=[C:10]2[C:15](=[CH:16][C:17]=1[OH:18])[N:14]=[CH:13][CH:12]=[C:11]2[O:19][C:20]1[C:21]([CH3:30])=[N:22][C:23]2[C:28]([CH:29]=1)=[CH:27][CH:26]=[CH:25][CH:24]=2.Br[CH2:32][C:33]([NH2:35])=[O:34].C(=O)([O-])[O-].[K+].[K+]. The catalyst is O. The product is [CH3:6][O:7][C:8]1[CH:9]=[C:10]2[C:15](=[CH:16][C:17]=1[O:18][CH2:32][C:33]([NH2:35])=[O:34])[N:14]=[CH:13][CH:12]=[C:11]2[O:19][C:20]1[C:21]([CH3:30])=[N:22][C:23]2[C:28]([CH:29]=1)=[CH:27][CH:26]=[CH:25][CH:24]=2. The yield is 0.830. (3) The reactants are [Br-].Br[CH2:3][C:4]1[CH:5]=[NH+:6][CH:7]=[CH:8][CH:9]=1.[CH3:10][C:11]1[N:16]=[C:15]([SH:17])[N:14]=[C:13]([OH:18])[CH:12]=1.C(N(CC)CC)C. The catalyst is C(O)C. The product is [CH3:10][C:11]1[N:16]=[C:15]([S:17][CH2:3][C:4]2[CH:5]=[N:6][CH:7]=[CH:8][CH:9]=2)[N:14]=[C:13]([OH:18])[CH:12]=1. The yield is 0.390. (4) The reactants are [Cl:1][C:2]1[CH:7]=[C:6]([C:8]([C:10]([F:13])([F:12])[F:11])=[CH2:9])[CH:5]=[C:4]([Cl:14])[CH:3]=1.[CH2:15]([N:22]([CH2:28]OC)[CH2:23][Si](C)(C)C)[C:16]1[CH:21]=[CH:20][CH:19]=[CH:18][CH:17]=1.C(O)(C(F)(F)F)=O. The catalyst is C(Cl)Cl. The product is [CH2:15]([N:22]1[CH2:28][CH2:9][C:8]([C:6]2[CH:5]=[C:4]([Cl:14])[CH:3]=[C:2]([Cl:1])[CH:7]=2)([C:10]([F:11])([F:13])[F:12])[CH2:23]1)[C:16]1[CH:21]=[CH:20][CH:19]=[CH:18][CH:17]=1. The yield is 0.483. (5) The product is [C:14]1([C:7]2[CH2:8][CH2:9][CH2:10][CH2:11][CH2:12][CH2:13][C:6]=2[C:4]([OH:5])=[O:3])[CH:19]=[CH:18][CH:17]=[CH:16][CH:15]=1. The reactants are C([O:3][C:4]([C:6]1[CH2:13][CH2:12][CH2:11][CH2:10][CH2:9][CH2:8][C:7]=1[C:14]1[CH:19]=[CH:18][CH:17]=[CH:16][CH:15]=1)=[O:5])C.[Li+].[OH-]. The yield is 0.750. The catalyst is O1CCOCC1.